Dataset: Catalyst prediction with 721,799 reactions and 888 catalyst types from USPTO. Task: Predict which catalyst facilitates the given reaction. (1) Product: [Cl:1][C:2]1[CH:7]=[C:6]([NH:8][C:9]([C:11]2[C:16]([NH:17][C:20]3[CH:21]=[N:22][CH:23]=[CH:24][CH:25]=3)=[CH:15][CH:14]=[C:13]([CH3:18])[N:12]=2)=[O:10])[CH:5]=[CH:4][N:3]=1. Reactant: [Cl:1][C:2]1[CH:7]=[C:6]([NH:8][C:9]([C:11]2[C:16]([NH2:17])=[CH:15][CH:14]=[C:13]([CH3:18])[N:12]=2)=[O:10])[CH:5]=[CH:4][N:3]=1.Br[C:20]1[CH:21]=[N:22][CH:23]=[CH:24][CH:25]=1.C(=O)([O-])[O-].[Cs+].[Cs+].CC1(C)C2C(=C(P(C3C=CC=CC=3)C3C=CC=CC=3)C=CC=2)OC2C(P(C3C=CC=CC=3)C3C=CC=CC=3)=CC=CC1=2.C(Cl)(Cl)Cl. The catalyst class is: 62. (2) Reactant: [H-].[Na+].[Br:3][C:4]1[CH:5]=[C:6]([N+:11]([O-:13])=[O:12])[C:7](Cl)=[N:8][CH:9]=1.[C:14](OCC)(=O)CC(OCC)=O. Product: [Br:3][C:4]1[CH:5]=[C:6]([N+:11]([O-:13])=[O:12])[C:7]([CH3:14])=[N:8][CH:9]=1. The catalyst class is: 1. (3) Reactant: S(=O)(=O)(O)O.[CH:6]1[C:19]2[C:18](=[O:20])[C:17]3[C:12](=[CH:13][CH:14]=[CH:15][CH:16]=3)[C:11](=[O:21])[C:10]=2[CH:9]=[CH:8][CH:7]=1.[N-:22]=[N+]=[N-].[Na+]. Product: [CH:6]1[C:19]2[C:18](=[O:20])[C:17]3[CH:16]=[CH:15][CH:14]=[CH:13][C:12]=3[C:11](=[O:21])[NH:22][C:10]=2[CH:9]=[CH:8][CH:7]=1. The catalyst class is: 4. (4) Reactant: [C:1]([O:5][C:6](=[O:20])[N:7]([CH2:11][C:12]1[CH:17]=[C:16]([Br:18])[CH:15]=[CH:14][C:13]=1[OH:19])[CH2:8][CH2:9]O)([CH3:4])([CH3:3])[CH3:2].C1(P(C2C=CC=CC=2)C2C=CC=CC=2)C=CC=CC=1.N(C(OC(C)C)=O)=NC(OC(C)C)=O. Product: [C:1]([O:5][C:6]([N:7]1[CH2:11][C:12]2[CH:17]=[C:16]([Br:18])[CH:15]=[CH:14][C:13]=2[O:19][CH2:9][CH2:8]1)=[O:20])([CH3:4])([CH3:3])[CH3:2]. The catalyst class is: 2. (5) Reactant: [CH:1]1([CH:6]=[C:7]([C:18]2[NH:26][C:21]3=[N:22][CH:23]=[CH:24][CH:25]=[C:20]3[CH:19]=2)[C:8]2[CH:17]=[CH:16][C:11]3[O:12][CH2:13][CH2:14][O:15][C:10]=3[CH:9]=2)[CH2:5][CH2:4][CH2:3][CH2:2]1. Product: [CH:1]1([CH2:6][CH:7]([C:18]2[NH:26][C:21]3=[N:22][CH:23]=[CH:24][CH:25]=[C:20]3[CH:19]=2)[C:8]2[CH:17]=[CH:16][C:11]3[O:12][CH2:13][CH2:14][O:15][C:10]=3[CH:9]=2)[CH2:5][CH2:4][CH2:3][CH2:2]1. The catalyst class is: 43. (6) Reactant: [Br:1][C:2]1[CH:7]=[CH:6][C:5]([CH2:8]O)=[CH:4][C:3]=1[O:10][CH3:11].[Br:12]P(Br)Br.O. Product: [Br:1][C:2]1[CH:7]=[CH:6][C:5]([CH2:8][Br:12])=[CH:4][C:3]=1[O:10][CH3:11]. The catalyst class is: 28. (7) Reactant: Br[C:2]1[C:15]2[C:14](=[O:16])[N:13]([CH2:17][CH2:18][CH2:19][N:20]3[CH2:25][CH2:24][O:23][CH2:22][CH2:21]3)[C:12](=[O:26])[C:11]3=[CH:27][C:28](Br)=[C:8]4[C:9]([C:10]=23)=[C:4]([C:5](=[O:40])[N:6]([CH2:31][CH2:32][CH2:33][N:34]2[CH2:39][CH2:38][O:37][CH2:36][CH2:35]2)[C:7]4=[O:30])[CH:3]=1.[NH2:41][CH2:42][CH2:43][N:44]1[CH2:49][CH2:48][N:47]([CH3:50])[CH2:46][CH2:45]1. Product: [CH3:50][N:47]1[CH2:48][CH2:49][N:44]([CH2:43][CH2:42][NH:41][C:2]2[C:15]3[C:14](=[O:16])[N:13]([CH2:17][CH2:18][CH2:19][N:20]4[CH2:25][CH2:24][O:23][CH2:22][CH2:21]4)[C:12](=[O:26])[C:11]4=[CH:27][C:28]([NH:41][CH2:42][CH2:43][N:44]5[CH2:49][CH2:48][N:47]([CH3:50])[CH2:46][CH2:45]5)=[C:8]5[C:9]([C:10]=34)=[C:4]([C:5](=[O:40])[N:6]([CH2:31][CH2:32][CH2:33][N:34]3[CH2:39][CH2:38][O:37][CH2:36][CH2:35]3)[C:7]5=[O:30])[CH:3]=2)[CH2:45][CH2:46]1. The catalyst class is: 37.